This data is from Full USPTO retrosynthesis dataset with 1.9M reactions from patents (1976-2016). The task is: Predict the reactants needed to synthesize the given product. (1) Given the product [OH:25][C:22]1([C:3]2[S:4][C:5]3[CH:10]=[CH:9][CH:8]=[CH:7][C:6]=3[C:2]=2[CH3:1])[CH2:23][CH2:24][N:19]([CH2:16][CH:17]=[CH2:18])[CH2:20][CH2:21]1, predict the reactants needed to synthesize it. The reactants are: [CH3:1][C:2]1[C:6]2[CH:7]=[CH:8][CH:9]=[CH:10][C:5]=2[S:4][CH:3]=1.C([Li])CCC.[CH2:16]([N:19]1[CH2:24][CH2:23][C:22](=[O:25])[CH2:21][CH2:20]1)[CH:17]=[CH2:18]. (2) Given the product [N+:12]([C:3]1[CH:4]=[C:5]([C:8]([F:11])([F:10])[F:9])[CH:6]=[CH:7][C:2]=1[NH:18][CH2:15][CH2:16][CH3:17])([O-:14])=[O:13], predict the reactants needed to synthesize it. The reactants are: Cl[C:2]1[CH:7]=[CH:6][C:5]([C:8]([F:11])([F:10])[F:9])=[CH:4][C:3]=1[N+:12]([O-:14])=[O:13].[CH2:15]([NH2:18])[CH2:16][CH3:17]. (3) Given the product [OH:31][C@H:29]1[CH2:28][CH2:27][C@H:34]([O:1][C:2]2[C:7]3[C:8]([O:11][CH2:12][CH:13]4[CH2:14][CH2:15][N:16]([C:19]([O:21][C:22]([CH3:25])([CH3:24])[CH3:23])=[O:20])[CH2:17][CH2:18]4)=[N:9][O:10][C:6]=3[CH:5]=[CH:4][CH:3]=2)[CH2:26][CH2:30]1, predict the reactants needed to synthesize it. The reactants are: [OH:1][C:2]1[C:7]2[C:8]([O:11][CH2:12][CH:13]3[CH2:18][CH2:17][N:16]([C:19]([O:21][C:22]([CH3:25])([CH3:24])[CH3:23])=[O:20])[CH2:15][CH2:14]3)=[N:9][O:10][C:6]=2[CH:5]=[CH:4][CH:3]=1.[CH:26]1(O)[CH2:30][CH:29]([OH:31])[CH2:28][CH2:27]1.O[CH2:34]CC1CCN(C(OC(C)(C)C)=O)CC1. (4) Given the product [Cl:19][C:17]1[CH:18]=[C:13]2[C:12]([CH2:20][C:21]3[CH:26]=[N:25][C:24]([NH:37][CH:31]4[CH2:36][CH2:35][CH2:34][CH2:33][CH2:32]4)=[N:23][CH:22]=3)=[CH:11][NH:10][C:14]2=[N:15][CH:16]=1, predict the reactants needed to synthesize it. The reactants are: C1(S([N:10]2[C:14]3=[N:15][CH:16]=[C:17]([Cl:19])[CH:18]=[C:13]3[C:12]([CH2:20][C:21]3[CH:22]=[N:23][C:24](S(C)(=O)=O)=[N:25][CH:26]=3)=[CH:11]2)(=O)=O)C=CC=CC=1.[CH:31]1([NH2:37])[CH2:36][CH2:35][CH2:34][CH2:33][CH2:32]1. (5) The reactants are: C[N:2](C)/[C:3](/[CH3:39])=[CH:4]\[C:5]([C:7]1[N:8]=[CH:9][N:10]2[C:15]3[CH:16]=[CH:17][CH:18]=[C:19]([CH2:20][CH2:21][N:22]4[CH2:27][CH2:26][CH:25]([C:28]5[CH:37]=[CH:36][CH:35]=[C:34]6[C:29]=5[CH:30]=[CH:31][C:32]([CH3:38])=[N:33]6)[CH2:24][CH2:23]4)[C:14]=3[O:13][CH2:12][C:11]=12)=[O:6].[ClH:41].NO. Given the product [ClH:41].[ClH:41].[CH3:39][C:3]1[CH:4]=[C:5]([C:7]2[N:8]=[CH:9][N:10]3[C:15]4[CH:16]=[CH:17][CH:18]=[C:19]([CH2:20][CH2:21][N:22]5[CH2:27][CH2:26][CH:25]([C:28]6[CH:37]=[CH:36][CH:35]=[C:34]7[C:29]=6[CH:30]=[CH:31][C:32]([CH3:38])=[N:33]7)[CH2:24][CH2:23]5)[C:14]=4[O:13][CH2:12][C:11]=23)[O:6][N:2]=1, predict the reactants needed to synthesize it.